From a dataset of Retrosynthesis with 50K atom-mapped reactions and 10 reaction types from USPTO. Predict the reactants needed to synthesize the given product. (1) The reactants are: Clc1ccc2nccn2n1.Nc1ccccc1O. Given the product Nc1ccccc1Oc1ccc2nccn2n1, predict the reactants needed to synthesize it. (2) Given the product Cc1ccc(-c2ccc3c(c2)C=C(C(=O)NC2CCN(CCN(C)C4CCOCC4)CC2)CCO3)cc1, predict the reactants needed to synthesize it. The reactants are: CN(CCN1CCC(N)CC1)C1CCOCC1.Cc1ccc(-c2ccc3c(c2)C=C(C(=O)O)CCO3)cc1.